Task: Predict the reactants needed to synthesize the given product.. Dataset: Full USPTO retrosynthesis dataset with 1.9M reactions from patents (1976-2016) (1) Given the product [F:27][CH:25]([F:26])[C:17]1[N:16]([C:14]2[CH:13]=[C:12]([N:28]3[CH2:29][CH2:30][O:31][CH2:32][CH2:33]3)[N:11]=[C:10]([NH:9][CH2:8][C@H:5]3[CH2:6][CH2:7][C@H:2]([N:1]4[CH2:35][CH2:36][NH:37][C:38]4=[O:39])[CH2:3][CH2:4]3)[N:15]=2)[C:20]2[CH:21]=[CH:22][CH:23]=[CH:24][C:19]=2[N:18]=1, predict the reactants needed to synthesize it. The reactants are: [NH2:1][C@H:2]1[CH2:7][CH2:6][C@H:5]([CH2:8][NH:9][C:10]2[N:15]=[C:14]([N:16]3[C:20]4[CH:21]=[CH:22][CH:23]=[CH:24][C:19]=4[N:18]=[C:17]3[CH:25]([F:27])[F:26])[CH:13]=[C:12]([N:28]3[CH2:33][CH2:32][O:31][CH2:30][CH2:29]3)[N:11]=2)[CH2:4][CH2:3]1.Cl[CH2:35][CH2:36][N:37]=[C:38]=[O:39].C(=O)([O-])[O-].[K+].[K+].NC(N)=O. (2) Given the product [Cl:1][C:2]1[CH:3]=[C:4]([CH:9]=[CH:10][C:11]=1[Cl:12])[CH2:5][NH:6][C:7]([NH:13][C:14]1[N:19]=[N:18][C:17]([N:20]2[CH2:21][CH2:22][N:23]([C:26](=[O:27])[C:28]3[CH:33]=[CH:32][CH:31]=[CH:30][C:29]=3[C:34]([F:37])([F:36])[F:35])[CH2:24][CH2:25]2)=[CH:16][CH:15]=1)=[O:8], predict the reactants needed to synthesize it. The reactants are: [Cl:1][C:2]1[CH:3]=[C:4]([CH:9]=[CH:10][C:11]=1[Cl:12])[CH2:5][N:6]=[C:7]=[O:8].[NH2:13][C:14]1[N:19]=[N:18][C:17]([N:20]2[CH2:25][CH2:24][N:23]([C:26]([C:28]3[CH:33]=[CH:32][CH:31]=[CH:30][C:29]=3[C:34]([F:37])([F:36])[F:35])=[O:27])[CH2:22][CH2:21]2)=[CH:16][CH:15]=1.